From a dataset of Full USPTO retrosynthesis dataset with 1.9M reactions from patents (1976-2016). Predict the reactants needed to synthesize the given product. (1) Given the product [CH2:1]([N:8]1[C:16]2[CH2:15][CH2:14][N:13]([CH:25]([CH3:27])[CH3:24])[CH2:12][C:11]=2[C:10]([C:17]2[CH:18]=[CH:19][C:20]([Cl:23])=[CH:21][CH:22]=2)=[CH:9]1)[C:2]1[CH:3]=[CH:4][CH:5]=[CH:6][CH:7]=1, predict the reactants needed to synthesize it. The reactants are: [CH2:1]([N:8]1[C:16]2[CH2:15][CH2:14][NH:13][CH2:12][C:11]=2[C:10]([C:17]2[CH:22]=[CH:21][C:20]([Cl:23])=[CH:19][CH:18]=2)=[CH:9]1)[C:2]1[CH:7]=[CH:6][CH:5]=[CH:4][CH:3]=1.[CH3:24][C:25]([CH3:27])=O. (2) Given the product [F:29][C:21]1[CH:22]=[CH:23][C:24]([N+:26]([O-:28])=[O:27])=[CH:25][C:20]=1[B:9]1[O:10][C:11]([CH3:16])([CH3:17])[C:12]([CH3:14])([CH3:15])[O:13]1, predict the reactants needed to synthesize it. The reactants are: [CH3:16][C:11]1([CH3:17])[C:12]([CH3:15])([CH3:14])[O:13][B:9]([B:9]2[O:13][C:12]([CH3:15])([CH3:14])[C:11]([CH3:17])([CH3:16])[O:10]2)[O:10]1.Br[C:20]1[CH:25]=[C:24]([N+:26]([O-:28])=[O:27])[CH:23]=[CH:22][C:21]=1[F:29].C([O-])(=O)C.[K+]. (3) Given the product [CH3:38][N:39]([O:40][CH3:41])[C:6](=[O:8])[C:5]1[CH:9]=[CH:10][C:2]([CH3:1])=[C:3]([NH:11][C:12]([C:14]2[CH:15]=[CH:16][C:17]([NH:20][C:21]3[N:30]=[C:29]([C:28]4[CH:27]=[CH:26][CH:25]=[CH:24][CH:23]=4)[C:31]4[C:36](=[CH:35][CH:34]=[CH:33][CH:32]=4)[N:22]=3)=[CH:18][CH:19]=2)=[O:13])[CH:4]=1, predict the reactants needed to synthesize it. The reactants are: [CH3:1][C:2]1[CH:10]=[CH:9][C:5]([C:6]([OH:8])=O)=[CH:4][C:3]=1[NH:11][C:12]([C:14]1[CH:19]=[CH:18][C:17]([NH:20][C:21]2[N:30]=[C:29]([C:31]3[CH:36]=[CH:35][CH:34]=[CH:33][CH:32]=3)[C:28]3[C:23](=[CH:24][CH:25]=[CH:26][CH:27]=3)[N:22]=2)=[CH:16][CH:15]=1)=[O:13].Cl.[CH3:38][NH:39][O:40][CH3:41].CCN(C(C)C)C(C)C.CN(C(ON1N=NC2C=CC=NC1=2)=[N+](C)C)C.F[P-](F)(F)(F)(F)F. (4) The reactants are: [NH2:1][C:2]1[CH:7]=[CH:6][N:5]=[CH:4][CH:3]=1.[Li+].C[Si]([N-][Si](C)(C)C)(C)C.CS([C:21]1[N:26]=[C:25]([C:27]2[C:28]([CH3:34])=[N:29][C:30]([NH2:33])=[N:31][CH:32]=2)[CH:24]=[CH:23][N:22]=1)=O. Given the product [CH3:34][C:28]1[C:27]([C:25]2[CH:24]=[CH:23][N:22]=[C:21]([NH:1][C:2]3[CH:7]=[CH:6][N:5]=[CH:4][CH:3]=3)[N:26]=2)=[CH:32][N:31]=[C:30]([NH2:33])[N:29]=1, predict the reactants needed to synthesize it. (5) The reactants are: Cl[C:2]1[N:7]=[C:6]([N:8]2[CH2:13][CH2:12][O:11][CH2:10][CH2:9]2)[N:5]=[C:4]([N:14]2[C:18]3[CH:19]=[CH:20][CH:21]=[C:22]([O:23][CH3:24])[C:17]=3[N:16]=[C:15]2[CH:25]([F:27])[F:26])[N:3]=1.[NH2:28][C@@H:29]1[CH2:34][CH2:33][CH2:32][N:31]([C:35]([O:37][C:38]([CH3:41])([CH3:40])[CH3:39])=[O:36])[CH2:30]1. Given the product [F:26][CH:25]([F:27])[C:15]1[N:14]([C:4]2[N:5]=[C:6]([N:8]3[CH2:13][CH2:12][O:11][CH2:10][CH2:9]3)[N:7]=[C:2]([NH:28][C@@H:29]3[CH2:34][CH2:33][CH2:32][N:31]([C:35]([O:37][C:38]([CH3:41])([CH3:40])[CH3:39])=[O:36])[CH2:30]3)[N:3]=2)[C:18]2[CH:19]=[CH:20][CH:21]=[C:22]([O:23][CH3:24])[C:17]=2[N:16]=1, predict the reactants needed to synthesize it. (6) Given the product [C:1]([O:5][CH2:6][C:7]([NH:26][C:27]1[CH:28]=[C:29]2[C:33](=[CH:34][C:35]=1[Br:36])[C:32](=[O:37])[CH2:31][CH2:30]2)=[O:9])([CH3:2])([CH3:3])[CH3:4], predict the reactants needed to synthesize it. The reactants are: [C:1]([O:5][CH2:6][C:7]([OH:9])=O)([CH3:4])([CH3:3])[CH3:2].P(Cl)(OCC)(OCC)=O.C(N(CC)CC)C.[NH2:26][C:27]1[CH:28]=[C:29]2[C:33](=[CH:34][C:35]=1[Br:36])[C:32](=[O:37])[CH2:31][CH2:30]2. (7) Given the product [ClH:29].[ClH:29].[NH2:1][C:4]1[CH:9]=[CH:8][C:7]([NH:10][CH:11]([CH2:12][OH:13])[CH2:14][OH:15])=[CH:6][C:5]=1[CH3:16], predict the reactants needed to synthesize it. The reactants are: [N+:1]([C:4]1[CH:9]=[CH:8][C:7]([NH:10][CH:11]([CH2:14][OH:15])[CH2:12][OH:13])=[CH:6][C:5]=1[CH3:16])([O-])=O.C1(N)C(F)=C(F)C(F)=C(N)C=1F.[ClH:29].Cl.